This data is from Full USPTO retrosynthesis dataset with 1.9M reactions from patents (1976-2016). The task is: Predict the reactants needed to synthesize the given product. (1) The reactants are: Cl[C:2]1([C:13]2[CH:18]=[CH:17][CH:16]=[CH:15][C:14]=2[O:19][CH3:20])[C:10]2[C:5](=[CH:6][CH:7]=[C:8]([Cl:11])[CH:9]=2)[NH:4][C:3]1=[O:12].FC(F)(F)C(O)=O.[NH2:28][C@@H:29]([CH3:35])[C:30]([N:32]([CH3:34])[CH3:33])=[O:31]. Given the product [Cl:11][C:8]1[CH:9]=[C:10]2[C:5](=[CH:6][CH:7]=1)[NH:4][C:3](=[O:12])[C:2]2([NH:28][C@@H:29]([CH3:35])[C:30]([N:32]([CH3:34])[CH3:33])=[O:31])[C:13]1[CH:18]=[CH:17][CH:16]=[CH:15][C:14]=1[O:19][CH3:20], predict the reactants needed to synthesize it. (2) Given the product [OH:11][C:10]12[C:4]3[C:5](=[CH:6][CH:1]=[CH:2][CH:3]=3)[C:7](=[O:8])[C:9]1([OH:12])[C:20]1[CH:21]=[CH:22][C:17]([CH:14]([CH3:16])[CH3:15])=[CH:18][C:19]=1[O:23]2, predict the reactants needed to synthesize it. The reactants are: [CH:1]1[CH:6]=[C:5]2[C:7]([C:9](O)([OH:12])[C:10](=[O:11])[C:4]2=[CH:3][CH:2]=1)=[O:8].[CH:14]([C:17]1[CH:18]=[C:19]([OH:23])[CH:20]=[CH:21][CH:22]=1)([CH3:16])[CH3:15]. (3) Given the product [CH2:1]([O:3][CH2:4][CH2:5][O:6][C:7]1[CH:12]=[CH:11][C:10]([C:13]2[CH:18]=[CH:17][C:16]([C:19]3[S:43][C:23]([C:25]4[CH:34]=[CH:33][C:28]([C:29]([O:31][CH3:32])=[O:30])=[CH:27][N:26]=4)=[N:22][N:21]=3)=[CH:15][CH:14]=2)=[CH:9][CH:8]=1)[CH3:2], predict the reactants needed to synthesize it. The reactants are: [CH2:1]([O:3][CH2:4][CH2:5][O:6][C:7]1[CH:12]=[CH:11][C:10]([C:13]2[CH:18]=[CH:17][C:16]([C:19]([NH:21][NH:22][C:23]([C:25]3[CH:34]=[CH:33][C:28]([C:29]([O:31][CH3:32])=[O:30])=[CH:27][N:26]=3)=O)=O)=[CH:15][CH:14]=2)=[CH:9][CH:8]=1)[CH3:2].C(N(CC)CC)C.P12(SP3(SP(SP(S3)(S1)=S)(=S)S2)=S)=[S:43].O. (4) Given the product [CH:21]1([O:1][C:2]2[C:3]3[N:4]([C:15]([CH3:19])=[C:16]([CH3:18])[N:17]=3)[CH:5]=[C:6]([N:8]3[CH:13]=[CH:12][CH:11]=[CH:10][C:9]3=[O:14])[CH:7]=2)[C:29]2[C:24](=[CH:25][CH:26]=[CH:27][CH:28]=2)[CH2:23][CH2:22]1, predict the reactants needed to synthesize it. The reactants are: [OH:1][C:2]1[C:3]2[N:4]([C:15]([CH3:19])=[C:16]([CH3:18])[N:17]=2)[CH:5]=[C:6]([N:8]2[CH:13]=[CH:12][CH:11]=[CH:10][C:9]2=[O:14])[CH:7]=1.Br[CH:21]1[C:29]2[C:24](=[CH:25][CH:26]=[CH:27][CH:28]=2)[CH2:23][CH2:22]1.C(=O)([O-])[O-].[K+].[K+]. (5) Given the product [N:6]([C:7]1[CH:8]=[C:9]([S:18]([NH2:21])(=[O:20])=[O:19])[CH:10]=[CH:11][C:12]=1[O:13][C:14]([F:15])([F:17])[F:16])=[C:22]=[S:23], predict the reactants needed to synthesize it. The reactants are: C(=O)(O)[O-].[Na+].[NH2:6][C:7]1[CH:8]=[C:9]([S:18]([NH2:21])(=[O:20])=[O:19])[CH:10]=[CH:11][C:12]=1[O:13][C:14]([F:17])([F:16])[F:15].[C:22](Cl)(Cl)=[S:23]. (6) Given the product [CH2:22]([C@@H:29]1[CH2:33][O:32][C:31](=[O:34])[N:30]1[C:13](=[O:15])[C@H:12]([C:4]1[CH:5]=[CH:6][C:7]([S:8]([CH3:11])(=[O:9])=[O:10])=[C:2]([Cl:1])[CH:3]=1)[CH2:16][CH:17]1[CH2:21][CH2:20][CH2:19][CH2:18]1)[C:23]1[CH:24]=[CH:25][CH:26]=[CH:27][CH:28]=1, predict the reactants needed to synthesize it. The reactants are: [Cl:1][C:2]1[CH:3]=[C:4]([CH:12]([CH2:16][CH:17]2[CH2:21][CH2:20][CH2:19][CH2:18]2)[C:13]([OH:15])=O)[CH:5]=[CH:6][C:7]=1[S:8]([CH3:11])(=[O:10])=[O:9].[CH2:22]([C@@H:29]1[CH2:33][O:32][C:31](=[O:34])[NH:30]1)[C:23]1[CH:28]=[CH:27][CH:26]=[CH:25][CH:24]=1.C(N(CC)CC)C.CC(C)(C)C(Cl)=O. (7) Given the product [Br:22][C:23]1[N:28]=[C:27]([C:29]([NH:1][C:2]2[CH:3]=[N:4][CH:5]=[CH:6][C:7]=2[N:8]2[CH2:13][CH2:12][CH2:11][C@H:10]([NH:14][C:15](=[O:21])[O:16][C:17]([CH3:18])([CH3:20])[CH3:19])[CH2:9]2)=[O:30])[C:26]([F:32])=[CH:25][CH:24]=1, predict the reactants needed to synthesize it. The reactants are: [NH2:1][C:2]1[CH:3]=[N:4][CH:5]=[CH:6][C:7]=1[N:8]1[CH2:13][CH2:12][CH2:11][C@H:10]([NH:14][C:15](=[O:21])[O:16][C:17]([CH3:20])([CH3:19])[CH3:18])[CH2:9]1.[Br:22][C:23]1[N:28]=[C:27]([C:29](O)=[O:30])[C:26]([F:32])=[CH:25][CH:24]=1. (8) Given the product [Cl:1][C:2]1[C:6]2[CH:7]=[CH:8][C:9]([O:11][CH2:12][C:13]3[CH:18]=[CH:17][C:16]([Cl:19])=[CH:15][C:14]=3[Cl:20])=[CH:10][C:5]=2[S:4][C:3]=1[C:21]([NH2:26])=[O:23], predict the reactants needed to synthesize it. The reactants are: [Cl:1][C:2]1[C:6]2[CH:7]=[CH:8][C:9]([O:11][CH2:12][C:13]3[CH:18]=[CH:17][C:16]([Cl:19])=[CH:15][C:14]=3[Cl:20])=[CH:10][C:5]=2[S:4][C:3]=1[C:21]([OH:23])=O.CC[N:26]=C=NCCCN(C)C.C(N(CC)CC)C. (9) Given the product [CH2:21]([N:28]1[CH2:33][CH:32]2[CH:34]([CH2:35][NH:36][S:17]([CH2:16][C:10]3[CH:15]=[CH:14][CH:13]=[CH:12][CH:11]=3)(=[O:19])=[O:18])[CH:29]1[CH2:30][CH2:31]2)[C:22]1[CH:23]=[CH:24][CH:25]=[CH:26][CH:27]=1, predict the reactants needed to synthesize it. The reactants are: CCN(C(C)C)C(C)C.[C:10]1([CH2:16][S:17](Cl)(=[O:19])=[O:18])[CH:15]=[CH:14][CH:13]=[CH:12][CH:11]=1.[CH2:21]([N:28]1[CH2:33][CH:32]2[CH:34]([CH2:35][NH2:36])[CH:29]1[CH2:30][CH2:31]2)[C:22]1[CH:27]=[CH:26][CH:25]=[CH:24][CH:23]=1.